From a dataset of Full USPTO retrosynthesis dataset with 1.9M reactions from patents (1976-2016). Predict the reactants needed to synthesize the given product. (1) Given the product [CH:1]1([C:6](=[O:7])[CH2:18][CH2:17][C:16](=[O:19])[CH3:15])[CH2:8][CH2:2][CH2:3][CH2:4][CH2:5]1, predict the reactants needed to synthesize it. The reactants are: [CH:1]1([CH:6]=[O:7])[CH2:5][CH2:4][CH2:3][CH2:2]1.[CH2:8](N(CC)CC)C.[CH3:15][C:16](=[O:19])[CH:17]=[CH2:18]. (2) Given the product [F:1][C:2]([F:17])([F:16])[C:3]1[CH:4]=[C:5]([CH:9]=[C:10]([C:12]([F:15])([F:14])[F:13])[CH:11]=1)[C:6]([N:31]1[CH2:30][CH2:29][C:28]2([N:24]([C:18]3[CH:23]=[CH:22][CH:21]=[CH:20][CH:19]=3)[CH2:25][NH:26][C:27]2=[O:34])[CH2:33][CH2:32]1)=[O:7], predict the reactants needed to synthesize it. The reactants are: [F:1][C:2]([F:17])([F:16])[C:3]1[CH:4]=[C:5]([CH:9]=[C:10]([C:12]([F:15])([F:14])[F:13])[CH:11]=1)[C:6](Cl)=[O:7].[C:18]1([N:24]2[C:28]3([CH2:33][CH2:32][NH:31][CH2:30][CH2:29]3)[C:27](=[O:34])[NH:26][CH2:25]2)[CH:23]=[CH:22][CH:21]=[CH:20][CH:19]=1.C(N(CC)CC)C.O. (3) Given the product [NH2:1][C:2]1[N:7]([CH2:8][CH:9]2[CH2:13][CH2:12][CH2:11][O:10]2)[C:6](=[S:14])[NH:5][C:4](=[O:15])[C:3]=1[N:16]=[O:17], predict the reactants needed to synthesize it. The reactants are: [NH2:1][C:2]1[N:7]([CH2:8][CH:9]2[CH2:13][CH2:12][CH2:11][O:10]2)[C:6](=[S:14])[NH:5][C:4](=[O:15])[CH:3]=1.[N:16]([O-])=[O:17].[Na+].